Dataset: Experimentally validated miRNA-target interactions with 360,000+ pairs, plus equal number of negative samples. Task: Binary Classification. Given a miRNA mature sequence and a target amino acid sequence, predict their likelihood of interaction. (1) The miRNA is hsa-miR-3685 with sequence UUUCCUACCCUACCUGAAGACU. The protein sequence of the target gene is MARNVVYPLYRLGGPQLRVFRTNFFIQLVRPGVAQPEDTVQFRIPMEMTRVDLRNYLEGIYNVPVAAVRTRVQHGSNKRRDHRNVRIKKPDYKVAYVQLAHGQTFTFPDLFPEKDESPEGSAADDLYSMLEEERQQRQSSDPRRGGVPSWFGL. Result: 0 (no interaction). (2) The miRNA is hsa-miR-455-3p with sequence GCAGUCCAUGGGCAUAUACAC. The protein sequence of the target gene is MTDSKYFTTTKKGEIFELKAELNSDKKEKKKEAVKKVIASMTVGKDVSALFPDVVNCMQTDNLELKKLVYLYLMNYAKSQPDMAIMAVNTFVKDCEDPNPLIRALAVRTMGCIRVDKITEYLCEPLRKCLKDEDPYVRKTAAVCVAKLHDINAQLVEDQGFLDTLKDLISDSNPMVVANAVAALSEIAESHPSSNLLDLNPQSINKLLTALNECTEWGQIFILDCLANYMPKDDREAQSICERVTPRLSHANSAVVLSAVKVLMKFMEMLSKDLDYYGTLLKKLAPPLVTLLSAEPELQY.... Result: 1 (interaction). (3) The miRNA is hsa-miR-223-5p with sequence CGUGUAUUUGACAAGCUGAGUU. The protein sequence of the target gene is MAVDTLSPDWDFDRVDDGSQKIHAEVQLKNYGRFLEEYTSQLRRIEDALDDLIGDVWDFNLDPIALKLLPYEQSSLLELIKTENKVLNKVITVYAALCCEIKKLKYEAETKFYNGLLFYGEGATDSSMVEGDCQIQMGRFVSFLQELSCFVTRCYEVVMNVIHQLAALYISNKIGPKIIETTGVHFQTMYEHLGELLTVLLTLDEIVDNHVTLKDHWTMYKRLLKSVHHNPSKFGIQEEKLKPFEKFLLKLEGQLLDGMIFQACIEQQFDSLNGGISVSKNSTFAEEFAHSIRSIFANVE.... Result: 0 (no interaction).